This data is from Forward reaction prediction with 1.9M reactions from USPTO patents (1976-2016). The task is: Predict the product of the given reaction. (1) Given the reactants N(C(OCC)=O)=NC(OCC)=O.C1(C)C=CC=CC=1.O[CH2:21][C@H:22]([NH:30][S:31]([C:34]1[CH:39]=[CH:38][CH:37]=[CH:36][C:35]=1[N+:40]([O-:42])=[O:41])(=[O:33])=[O:32])[C@@H:23]1[CH2:27][C@@H:26]([CH3:28])[C:25](=[O:29])[O:24]1.C1(P(C2C=CC=CC=2)C2C=CC=CC=2)C=CC=CC=1, predict the reaction product. The product is: [CH3:28][C@@H:26]1[CH2:27][C@@H:23]([CH:22]2[CH2:21][N@@:30]2[S:31]([C:34]2[CH:39]=[CH:38][CH:37]=[CH:36][C:35]=2[N+:40]([O-:42])=[O:41])(=[O:33])=[O:32])[O:24][C:25]1=[O:29]. (2) Given the reactants [NH2:1][C:2]1[S:7][CH2:6][C:5]2[CH:8]=[C:9]([O:12][C:13]([F:16])([F:15])[F:14])[CH:10]=[CH:11][C:4]=2[N:3]=1.[CH2:17]([N:20]=[C:21]=[S:22])[CH2:18][CH3:19], predict the reaction product. The product is: [CH2:17]([NH:20][C:21]([NH:1][C:2]1[S:7][CH2:6][C:5]2[CH:8]=[C:9]([O:12][C:13]([F:16])([F:14])[F:15])[CH:10]=[CH:11][C:4]=2[N:3]=1)=[S:22])[CH2:18][CH3:19]. (3) The product is: [CH2:14]([O:13][CH:12]=[C:4]([C:3]([CH:2]([F:11])[F:1])=[O:10])[C:5]([O:7][CH2:8][CH3:9])=[O:6])[CH3:15]. Given the reactants [F:1][CH:2]([F:11])[C:3](=[O:10])[CH2:4][C:5]([O:7][CH2:8][CH3:9])=[O:6].[CH:12](OCC)(OCC)[O:13][CH2:14][CH3:15].C(OC(=O)C)(=O)C, predict the reaction product. (4) Given the reactants [Br:1][C:2]1[C:8]([F:9])=[CH:7][C:5]([NH2:6])=[C:4]([N+:10]([O-:12])=O)[CH:3]=1.[OH-:13].[K+].[O-]Cl.[Na+], predict the reaction product. The product is: [Br:1][C:2]1[C:8]([F:9])=[CH:7][C:5]2=[N+:6]([O-:13])[O:12][N:10]=[C:4]2[CH:3]=1. (5) The product is: [CH3:1][C:2]1[O:6][N:5]=[C:4]([C:7]2[CH:12]=[CH:11][CH:10]=[CH:9][CH:8]=2)[C:3]=1[C:13]1[O:14][C:31]([C:22]2[CH:27]=[CH:26][CH:25]=[CH:24][C:23]=2[CH3:28])=[N:16][N:15]=1. Given the reactants [CH3:1][C:2]1[O:6][N:5]=[C:4]([C:7]2[CH:12]=[CH:11][CH:10]=[CH:9][CH:8]=2)[C:3]=1[C:13]([NH:15][NH2:16])=[O:14].P(Cl)(Cl)(Cl)=O.[C:22]1([CH3:31])[C:23]([C:28](O)=O)=[CH:24][CH:25]=[CH:26][CH:27]=1.C(=O)([O-])[O-].[Na+].[Na+], predict the reaction product. (6) Given the reactants C[C:2]1[CH:7]=[CH:6][N:5]=[C:4]([CH2:8][C:9](O)=O)[CH:3]=1.[C:12](N1C=CN=C1)([N:14]1C=CN=C1)=O.CCN(C(C)C)C(C)C.C(O[C:36](=O)[CH2:37][CH2:38][NH:39][CH2:40][CH2:41][C:42]1[CH:47]=[CH:46][CH:45]=[CH:44][CH:43]=1)C, predict the reaction product. The product is: [CH3:12][NH:14][CH:36]1[CH2:37][CH2:38][N:39]([CH2:40][CH2:41][C:42]2[CH:47]=[CH:46][CH:45]=[CH:44][CH:43]=2)[CH2:9][CH:8]1[C:4]1[CH:3]=[CH:2][CH:7]=[CH:6][N:5]=1. (7) Given the reactants C([N:8](CC1C=CC=CC=1)[CH:9]1[CH2:13][CH:12]([C:14]2[N:18]3[C:19]4[CH:25]=[CH:24][N:23]([CH2:26][O:27][CH2:28][CH2:29][Si:30]([CH3:33])([CH3:32])[CH3:31])[C:20]=4[N:21]=[CH:22][C:17]3=[N:16][CH:15]=2)[CH:11]([CH3:34])[CH2:10]1)C1C=CC=CC=1.[H][H], predict the reaction product. The product is: [CH3:34][CH:11]1[CH:12]([C:14]2[N:18]3[C:19]4[CH:25]=[CH:24][N:23]([CH2:26][O:27][CH2:28][CH2:29][Si:30]([CH3:33])([CH3:32])[CH3:31])[C:20]=4[N:21]=[CH:22][C:17]3=[N:16][CH:15]=2)[CH2:13][CH:9]([NH2:8])[CH2:10]1. (8) Given the reactants [BH4-].[Na+].[Cl:3][C:4]1[CH:5]=[CH:6][C:7]2[N:8]([C:10]([CH:16]=[O:17])=[C:11]([CH:13]3[CH2:15][CH2:14]3)[N:12]=2)[N:9]=1, predict the reaction product. The product is: [Cl:3][C:4]1[CH:5]=[CH:6][C:7]2[N:8]([C:10]([CH2:16][OH:17])=[C:11]([CH:13]3[CH2:14][CH2:15]3)[N:12]=2)[N:9]=1.